From a dataset of Forward reaction prediction with 1.9M reactions from USPTO patents (1976-2016). Predict the product of the given reaction. (1) Given the reactants [CH:1]1([N:4]2[C:13]3[C:8](=[CH:9][CH:10]=[C:11]([F:15])[C:12]=3[OH:14])[C:7](=[O:16])[C:6]([C:17]([OH:19])=[O:18])=[CH:5]2)[CH2:3][CH2:2]1.[CH2:20](O)[CH3:21].S(Cl)(Cl)=O, predict the reaction product. The product is: [CH2:20]([O:18][C:17]([C:6]1[C:7](=[O:16])[C:8]2[C:13](=[C:12]([OH:14])[C:11]([F:15])=[CH:10][CH:9]=2)[N:4]([CH:1]2[CH2:2][CH2:3]2)[CH:5]=1)=[O:19])[CH3:21]. (2) The product is: [CH3:1][C:2]1[CH:23]=[C:22]([CH3:24])[C:21]([C:25]2[NH:29][C:28]([C@@H:30]3[CH2:31][CH2:35][CH2:34][O:33]3)=[N:27][N:26]=2)=[CH:20][C:3]=1[C:4]([N:6]1[CH2:11][CH2:10][CH:9]([C:12]2[CH:19]=[CH:18][C:15]([C:16]#[N:17])=[CH:14][CH:13]=2)[CH2:8][CH2:7]1)=[O:5]. Given the reactants [CH3:1][C:2]1[CH:23]=[C:22]([CH3:24])[C:21]([C:25]2[NH:29][C:28]([CH2:30][CH:31]3[CH2:35][CH2:34][O:33]C3)=[N:27][N:26]=2)=[CH:20][C:3]=1[C:4]([N:6]1[CH2:11][CH2:10][CH:9]([C:12]2[CH:19]=[CH:18][C:15]([C:16]#[N:17])=[CH:14][CH:13]=2)[CH2:8][CH2:7]1)=[O:5].O1CCC[C@H]1C(NN)=O.O1CCC(CC(NN)=O)C1, predict the reaction product. (3) Given the reactants [F:8][C:7]([F:10])([F:9])[C:6](O[C:6](=[O:11])[C:7]([F:10])([F:9])[F:8])=[O:11].[NH2:14][C:15]1[S:16][C:17]([CH3:20])=[CH:18][N:19]=1.[Cl-].[Na+], predict the reaction product. The product is: [F:10][C:7]([F:8])([F:9])[C:6]([NH:14][C:15]1[S:16][C:17]([CH3:20])=[CH:18][N:19]=1)=[O:11]. (4) Given the reactants [Cl:1][C:2]1[C:11]([O:12][CH2:13][C:14]2[CH:19]=[CH:18][C:17]([O:20][CH3:21])=[CH:16][CH:15]=2)=[C:10]([O:22][CH2:23][C:24]2[CH:29]=[CH:28][C:27]([O:30][CH3:31])=[CH:26][CH:25]=2)[CH:9]=[C:8]2[C:3]=1[C:4](=[O:37])[C:5]([C:34](O)=[O:35])=[CH:6][N:7]2[CH2:32][CH3:33].C(N(CC)CC)C.ClC(OCC(C)C)=O.CC(C[AlH]CC(C)C)C, predict the reaction product. The product is: [Cl:1][C:2]1[C:11]([O:12][CH2:13][C:14]2[CH:19]=[CH:18][C:17]([O:20][CH3:21])=[CH:16][CH:15]=2)=[C:10]([O:22][CH2:23][C:24]2[CH:25]=[CH:26][C:27]([O:30][CH3:31])=[CH:28][CH:29]=2)[CH:9]=[C:8]2[C:3]=1[C:4](=[O:37])[C:5]([CH2:34][OH:35])=[CH:6][N:7]2[CH2:32][CH3:33]. (5) Given the reactants O[C@@H:2]1[CH2:6][CH2:5][C@H:4]([CH2:7][CH2:8][CH2:9][CH2:10][PH:11](=[O:15])[O:12]CC)[CH2:3]1.CCOC(/[N:21]=N/C(OCC)=O)=O.N=[N+]=[N-].C1(P(C2C=CC=CC=2)C2C=CC=CC=2)C=CC=CC=1, predict the reaction product. The product is: [NH2:21][C@H:2]1[CH2:6][CH2:5][C@H:4]([CH2:7][CH2:8][CH2:9][CH2:10][PH:11](=[O:15])[OH:12])[CH2:3]1. (6) Given the reactants [C:1]([Si:5]([C:24]1[CH:29]=[CH:28][CH:27]=[CH:26][CH:25]=1)([C:18]1[CH:23]=[CH:22][CH:21]=[CH:20][CH:19]=1)[O:6][CH2:7][CH2:8][C:9]1[CH:10]=[CH:11][C:12]([C:15](=[S:17])[NH2:16])=[N:13][CH:14]=1)([CH3:4])([CH3:3])[CH3:2].[CH2:30]([OH:32])[CH3:31], predict the reaction product. The product is: [CH2:30]([O:32][C:7]([C:8]1[N:16]=[C:15]([C:12]2[CH:11]=[CH:10][C:9]([CH2:8][CH2:7][O:6][Si:5]([C:1]([CH3:4])([CH3:2])[CH3:3])([C:24]3[CH:29]=[CH:28][CH:27]=[CH:26][CH:25]=3)[C:18]3[CH:19]=[CH:20][CH:21]=[CH:22][CH:23]=3)=[CH:14][N:13]=2)[S:17][CH:9]=1)=[O:6])[CH3:31].